From a dataset of Peptide-MHC class II binding affinity with 134,281 pairs from IEDB. Regression. Given a peptide amino acid sequence and an MHC pseudo amino acid sequence, predict their binding affinity value. This is MHC class II binding data. The peptide sequence is ALQSHDDVALVSVMW. The MHC is HLA-DQA10201-DQB10202 with pseudo-sequence HLA-DQA10201-DQB10202. The binding affinity (normalized) is 0.401.